From a dataset of Forward reaction prediction with 1.9M reactions from USPTO patents (1976-2016). Predict the product of the given reaction. (1) Given the reactants [Br:1][C:2]1[CH:7]=[C:6]([CH2:8]Br)[CH:5]=[CH:4][C:3]=1[CH2:10]Br.[P:12]([O:19][CH2:20][CH3:21])([O:16]CC)[O:13][CH2:14][CH3:15], predict the reaction product. The product is: [Br:1][C:2]1([P:12]([O:13][CH2:14][CH3:15])(=[O:16])[O:19][CH2:20][CH3:21])[C:7]([P:12]([O:19][CH2:20][CH3:21])(=[O:16])[O:13][CH2:14][CH3:15])=[C:6]([CH3:8])[CH:5]=[CH:4][CH:3]1[CH3:10]. (2) Given the reactants [F:1][C:2]1[CH:3]=[C:4]([N:11]2[CH2:16][CH2:15][O:14][CH2:13][CH2:12]2)[CH:5]=[CH:6][C:7]=1[N+]([O-])=O.FC1C=C(F)C=CC=1[N+:25]([O-:27])=[O:26].N1CCOCC1, predict the reaction product. The product is: [F:1][C:2]1[CH:7]=[CH:6][C:5]([N+:25]([O-:27])=[O:26])=[C:4]([N:11]2[CH2:12][CH2:13][O:14][CH2:15][CH2:16]2)[CH:3]=1. (3) Given the reactants [Cl:1][C:2]1[CH:3]=[C:4]([S:9][C:10]2[N:14]([CH2:15][CH3:16])[N:13]=[C:12]([CH3:17])[C:11]=2[CH:18]=[O:19])[CH:5]=[C:6]([Cl:8])[CH:7]=1.[BH4-].[Na+].O, predict the reaction product. The product is: [Cl:1][C:2]1[CH:3]=[C:4]([S:9][C:10]2[N:14]([CH2:15][CH3:16])[N:13]=[C:12]([CH3:17])[C:11]=2[CH2:18][OH:19])[CH:5]=[C:6]([Cl:8])[CH:7]=1.